Dataset: Reaction yield outcomes from USPTO patents with 853,638 reactions. Task: Predict the reaction yield, written as a fraction of the theoretical maximum amount of product (1.0 means a 100% yield; for example, 0.34 means a 34% yield). (1) The reactants are CCN(C(C)C)C(C)C.[Li]CCCC.[Cl:15][C:16]1[C:17]2[CH:24]=[CH:23][S:22][C:18]=2[N:19]=[CH:20][N:21]=1.Cl[C:26]([O:28][CH3:29])=[O:27].[Cl-].[NH4+]. The catalyst is C1COCC1. The product is [Cl:15][C:16]1[C:17]2[CH:24]=[C:23]([C:26]([O:28][CH3:29])=[O:27])[S:22][C:18]=2[N:19]=[CH:20][N:21]=1. The yield is 0.100. (2) The reactants are [CH3:1][O:2][C:3]1[CH:4]=[C:5]([CH:8]=[CH:9][CH:10]=1)[CH2:6]Cl.[CH2:11]([S:15]([O:18][C:19]1[CH:24]=[CH:23][C:22]([CH2:25][CH2:26][CH2:27][C:28]2[CH:33]=[CH:32][C:31]([CH2:34][CH2:35][C:36]([O:38][CH3:39])=[O:37])=[C:30]([OH:40])[CH:29]=2)=[CH:21][C:20]=1[O:41][CH3:42])(=[O:17])=[O:16])[CH2:12][CH2:13][CH3:14].C(=O)([O-])[O-].[K+].[K+].O. The catalyst is C(C(C)=O)C. The yield is 0.480. The product is [CH2:11]([S:15]([O:18][C:19]1[CH:24]=[CH:23][C:22]([CH2:25][CH2:26][CH2:27][C:28]2[CH:33]=[CH:32][C:31]([CH2:34][CH2:35][C:36]([O:38][CH3:39])=[O:37])=[C:30]([O:40][CH2:6][C:5]3[CH:8]=[CH:9][CH:10]=[C:3]([O:2][CH3:1])[CH:4]=3)[CH:29]=2)=[CH:21][C:20]=1[O:41][CH3:42])(=[O:17])=[O:16])[CH2:12][CH2:13][CH3:14]. (3) The reactants are C([O:5][C:6](=[O:38])[CH2:7][O:8][C:9]1[C:14]2[CH2:15][CH2:16][CH2:17][CH2:18][CH:19]([N:20]([S:22]([C:25]3[CH:30]=[CH:29][C:28]([C:31]4[CH:36]=[CH:35][C:34]([OH:37])=[CH:33][CH:32]=4)=[CH:27][CH:26]=3)(=[O:24])=[O:23])[CH3:21])[C:13]=2[CH:12]=[CH:11][CH:10]=1)(C)(C)C.[OH-].[Na+]. No catalyst specified. The product is [OH:37][C:34]1[CH:35]=[CH:36][C:31]([C:28]2[CH:29]=[CH:30][C:25]([S:22]([N:20]([CH3:21])[CH:19]3[C:13]4[CH:12]=[CH:11][CH:10]=[C:9]([O:8][CH2:7][C:6]([OH:38])=[O:5])[C:14]=4[CH2:15][CH2:16][CH2:17][CH2:18]3)(=[O:23])=[O:24])=[CH:26][CH:27]=2)=[CH:32][CH:33]=1. The yield is 0.500.